The task is: Predict the reactants needed to synthesize the given product.. This data is from Full USPTO retrosynthesis dataset with 1.9M reactions from patents (1976-2016). (1) The reactants are: [Br:1][C:2]1[CH:3]=[C:4]2[C:11]3([C:15](=[O:16])[NH:14][C:13](=[S:17])[NH:12]3)[CH2:10][CH:9]([C:18]3[CH:23]=[CH:22][CH:21]=[CH:20][CH:19]=3)[O:8][C:5]2=[CH:6][CH:7]=1.C([O-])([O-])=O.[K+].[K+].[CH2:30](I)[CH3:31].[CH3:33][C:34]#N. Given the product [Br:1][C:2]1[CH:3]=[C:4]2[C:11]3([C:15](=[O:16])[N:14]([CH2:33][CH3:34])[C:13]([S:17][CH2:30][CH3:31])=[N:12]3)[CH2:10][CH:9]([C:18]3[CH:19]=[CH:20][CH:21]=[CH:22][CH:23]=3)[O:8][C:5]2=[CH:6][CH:7]=1, predict the reactants needed to synthesize it. (2) Given the product [C:1]([O:4][C:13]1[C:18]2[O:19][C:20]([CH3:22])=[CH:21][C:17]=2[CH:16]=[C:11]([C:9]([O:8][CH2:6][CH3:7])=[O:10])[CH:12]=1)(=[O:3])[CH3:2], predict the reactants needed to synthesize it. The reactants are: [C:1]([O-:4])(=[O:3])[CH3:2].[Na+].[CH2:6]([O:8][C:9]([C:11](=[CH:16][C:17]1[CH:21]=[C:20]([CH3:22])[O:19][CH:18]=1)[CH2:12][C:13](O)=O)=[O:10])[CH3:7]. (3) Given the product [CH3:1][O:2][C:3]1[N:8]=[C:7]([NH:9][C:10]2[S:11][C:12]([C:15]([OH:17])=[O:16])=[CH:13][N:14]=2)[CH:6]=[C:5]([O:20][CH3:21])[N:4]=1, predict the reactants needed to synthesize it. The reactants are: [CH3:1][O:2][C:3]1[N:8]=[C:7]([NH:9][C:10]2[S:11][C:12]([C:15]([O:17]CC)=[O:16])=[CH:13][N:14]=2)[CH:6]=[C:5]([O:20][CH3:21])[N:4]=1.[OH-].[Na+]. (4) The reactants are: [Cl:1][C:2]1[CH:3]=[C:4]([C:9]2([C:17]([F:20])([F:19])[F:18])[O:13][N:12]=[C:11]([CH:14]=[N:15][OH:16])[CH2:10]2)[CH:5]=[C:6]([Cl:8])[CH:7]=1.ClN1[C:26](=[O:27])[CH2:25][CH2:24]C1=O. Given the product [C:9]([O:13][C:26]([C:25]1[O:16][N:15]=[C:14]([C:11]2[CH2:10][C:9]([C:4]3[CH:5]=[C:6]([Cl:8])[CH:7]=[C:2]([Cl:1])[CH:3]=3)([C:17]([F:18])([F:20])[F:19])[O:13][N:12]=2)[CH:24]=1)=[O:27])([CH3:17])([CH3:10])[CH3:4], predict the reactants needed to synthesize it. (5) Given the product [Cl:32][C:29]1[CH:28]=[CH:27][C:26]([C:23]2[S:24][CH:25]=[C:21]([CH2:20][S:18][C:4]3[C:5]([C:16]#[N:17])=[C:6]([CH:10]4[CH2:15][CH2:14][CH2:13][CH2:12][O:11]4)[C:7]([C:8]#[N:9])=[C:2]([CH3:1])[N:3]=3)[N:22]=2)=[CH:31][CH:30]=1, predict the reactants needed to synthesize it. The reactants are: [CH3:1][C:2]1[C:7]([C:8]#[N:9])=[C:6]([CH:10]2[CH2:15][CH2:14][CH2:13][CH2:12][O:11]2)[C:5]([C:16]#[N:17])=[C:4]([SH:18])[N:3]=1.Cl[CH2:20][C:21]1[N:22]=[C:23]([C:26]2[CH:31]=[CH:30][C:29]([Cl:32])=[CH:28][CH:27]=2)[S:24][CH:25]=1.C(=O)(O)[O-].[Na+].NC1C(C#N)=C(C2CCCCO2)C(C#N)=C(SCC2N=C(C3C=CC(Cl)=CC=3)SC=2)N=1. (6) Given the product [Cl:16][CH2:12][N:5]1[C:6]2[C:11](=[CH:10][CH:9]=[CH:8][CH:7]=2)[C:3]([CH:1]=[O:2])=[CH:4]1, predict the reactants needed to synthesize it. The reactants are: [CH:1]([C:3]1[C:11]2[C:6](=[CH:7][CH:8]=[CH:9][CH:10]=2)[N:5]([CH2:12]O)[CH:4]=1)=[O:2].S(Cl)([Cl:16])=O.